This data is from Reaction yield outcomes from USPTO patents with 853,638 reactions. The task is: Predict the reaction yield, written as a fraction of the theoretical maximum amount of product (1.0 means a 100% yield; for example, 0.34 means a 34% yield). (1) The reactants are [NH:1]1[CH2:5][CH2:4][CH:3]([NH:6][C:7](=[O:13])[O:8][C:9]([CH3:12])([CH3:11])[CH3:10])[CH2:2]1.Br[C:15]1[CH:16]=[N:17][CH:18]=[CH:19][CH:20]=1. No catalyst specified. The product is [N:17]1[CH:18]=[CH:19][CH:20]=[C:15]([N:1]2[CH2:5][CH2:4][CH:3]([NH:6][C:7](=[O:13])[O:8][C:9]([CH3:10])([CH3:12])[CH3:11])[CH2:2]2)[CH:16]=1. The yield is 0.660. (2) The reactants are [C:1]1([C:19]2[CH:24]=[CH:23][CH:22]=[CH:21][CH:20]=2)[CH:6]=[CH:5][CH:4]=[CH:3][C:2]=1[P:7]1[C:13]([CH3:15])([CH3:14])[CH2:12][CH2:11][C:10](=O)[CH2:9][C:8]1([CH3:18])[CH3:17].C(O)COCCO.O.NN.[OH-].[K+]. The catalyst is O.CCCCCCC. The product is [C:1]1([C:19]2[CH:24]=[CH:23][CH:22]=[CH:21][CH:20]=2)[CH:6]=[CH:5][CH:4]=[CH:3][C:2]=1[P:7]1[C:13]([CH3:14])([CH3:15])[CH2:12][CH2:11][CH2:10][CH2:9][C:8]1([CH3:18])[CH3:17]. The yield is 0.510. (3) The reactants are C1(S([N:10]2[C:18]3[C:13](=[CH:14][C:15]([CH2:19][CH2:20][C:21]4[CH:26]=[CH:25][CH:24]=[CH:23][CH:22]=4)=[CH:16][CH:17]=3)[C:12]3[CH:27]=[C:28]([Cl:31])[CH:29]=[N:30][C:11]2=3)(=O)=O)C=CC=CC=1. The catalyst is C1COCC1. The product is [Cl:31][C:28]1[CH:29]=[N:30][C:11]2[NH:10][C:18]3[C:13]([C:12]=2[CH:27]=1)=[CH:14][C:15]([CH2:19][CH2:20][C:21]1[CH:26]=[CH:25][CH:24]=[CH:23][CH:22]=1)=[CH:16][CH:17]=3. The yield is 0.910.